Predict the product of the given reaction. From a dataset of Forward reaction prediction with 1.9M reactions from USPTO patents (1976-2016). (1) Given the reactants [OH:1][CH:2](CC)[CH2:3]N.[Si:7](Cl)([C:20]([CH3:23])([CH3:22])[CH3:21])([C:14]1[CH:19]=[CH:18][CH:17]=[CH:16][CH:15]=1)[C:8]1[CH:13]=[CH:12][CH:11]=[CH:10][CH:9]=1.N1[CH:29]=[CH:28][N:27]=C1, predict the reaction product. The product is: [Si:7]([O:1][CH:2]([CH3:3])[CH2:29][CH2:28][NH2:27])([C:20]([CH3:23])([CH3:22])[CH3:21])([C:14]1[CH:19]=[CH:18][CH:17]=[CH:16][CH:15]=1)[C:8]1[CH:13]=[CH:12][CH:11]=[CH:10][CH:9]=1. (2) Given the reactants [C:1]1(=[O:11])[NH:5][C:4](=[O:6])[C:3]2=[CH:7][CH:8]=[CH:9][CH:10]=[C:2]12.[CH2:12]([N:19]([CH2:24][C:25]1[CH:30]=[CH:29][CH:28]=[CH:27][CH:26]=1)[C@@H:20]([CH3:23])[CH2:21]O)[C:13]1[CH:18]=[CH:17][CH:16]=[CH:15][CH:14]=1.C1C=CC(P(C2C=CC=CC=2)C2C=CC=CC=2)=CC=1.CCOC(/N=N/C(OCC)=O)=O, predict the reaction product. The product is: [CH2:24]([N:19]([CH2:12][C:13]1[CH:14]=[CH:15][CH:16]=[CH:17][CH:18]=1)[C@@H:20]([CH3:23])[CH2:21][N:5]1[C:1](=[O:11])[C:2]2[C:3](=[CH:7][CH:8]=[CH:9][CH:10]=2)[C:4]1=[O:6])[C:25]1[CH:30]=[CH:29][CH:28]=[CH:27][CH:26]=1. (3) Given the reactants [N+:1]([C:4]1[CH:5]=[C:6]([CH:9]=[CH:10][CH:11]=1)[CH2:7]Br)([O-:3])=[O:2].[NH:12]1[CH2:18][CH2:17][CH2:16][CH2:15][CH2:14][CH2:13]1.C(N(CC)CC)C, predict the reaction product. The product is: [N+:1]([C:4]1[CH:5]=[C:6]([CH:9]=[CH:10][CH:11]=1)[CH2:7][N:12]1[CH2:18][CH2:17][CH2:16][CH2:15][CH2:14][CH2:13]1)([O-:3])=[O:2].